The task is: Predict which catalyst facilitates the given reaction.. This data is from Catalyst prediction with 721,799 reactions and 888 catalyst types from USPTO. (1) Reactant: [N:1]1[CH:6]=[CH:5][CH:4]=[C:3]([NH2:7])[N:2]=1.N1C=CC=CC=1.Cl[C:15]([O:17][CH2:18][C:19]([Cl:22])([Cl:21])[Cl:20])=[O:16]. Product: [N:1]1[CH:6]=[CH:5][CH:4]=[C:3]([NH:7][C:15](=[O:16])[O:17][CH2:18][C:19]([Cl:22])([Cl:21])[Cl:20])[N:2]=1. The catalyst class is: 7. (2) Reactant: [CH2:1]([O:8][CH2:9][CH:10](O)[CH2:11][N:12]1[CH:16]=[C:15]([C:17]([O:19][C:20]([CH3:23])([CH3:22])[CH3:21])=[O:18])[N:14]=[N:13]1)[C:2]1[CH:7]=[CH:6][CH:5]=[CH:4][CH:3]=1.CCN(S(F)(F)[F:31])CC. Product: [CH2:1]([O:8][CH2:9][CH:10]([F:31])[CH2:11][N:12]1[CH:16]=[C:15]([C:17]([O:19][C:20]([CH3:23])([CH3:22])[CH3:21])=[O:18])[N:14]=[N:13]1)[C:2]1[CH:7]=[CH:6][CH:5]=[CH:4][CH:3]=1. The catalyst class is: 26. (3) Reactant: [CH:1]([O:3][CH2:4][CH3:5])=[CH2:2].[Li]C(C)(C)C.CCCCC.[Br:16][C:17]1[CH:18]=[C:19]2[C:23](=[CH:24][CH:25]=1)[CH2:22][C:21]1([CH2:30][CH2:29][CH:28]([O:31][CH3:32])[CH2:27][CH2:26]1)[C:20]2=[N:33][S:34]([CH2:37][CH2:38][Si:39]([CH3:42])([CH3:41])[CH3:40])(=[O:36])=[O:35].C(OC=C[Li])C. Product: [Br:16][C:17]1[CH:18]=[C:19]2[C:23]([CH2:22][C:21]3([CH2:30][CH2:29][CH:28]([O:31][CH3:32])[CH2:27][CH2:26]3)[C:20]2([NH:33][S:34]([CH2:37][CH2:38][Si:39]([CH3:41])([CH3:40])[CH3:42])(=[O:36])=[O:35])[C:1]([O:3][CH2:4][CH3:5])=[CH2:2])=[CH:24][CH:25]=1. The catalyst class is: 1. (4) Reactant: C(O)(C(F)(F)F)=O.[CH3:8][N:9]1[CH:13]=[C:12]([C:14]2[CH:15]=[CH:16][C:17]([NH:20][C:21]3[CH:22]=[CH:23][C:24]4[CH2:25][N:26](C(OC(C)(C)C)=O)[CH2:27][C@@H:28]([C:32]5[CH:37]=[CH:36][CH:35]=[CH:34][CH:33]=5)[O:29][C:30]=4[N:31]=3)=[N:18][CH:19]=2)[CH:11]=[N:10]1.C(N(CC)CC)C. Product: [CH3:8][N:9]1[CH:13]=[C:12]([C:14]2[CH:15]=[CH:16][C:17]([NH:20][C:21]3[CH:22]=[CH:23][C:24]4[CH2:25][NH:26][CH2:27][C@@H:28]([C:32]5[CH:33]=[CH:34][CH:35]=[CH:36][CH:37]=5)[O:29][C:30]=4[N:31]=3)=[N:18][CH:19]=2)[CH:11]=[N:10]1. The catalyst class is: 2. (5) Reactant: [Cl:1][C:2]1[CH:3]=[CH:4][C:5]([OH:10])=[C:6]([CH:9]=1)[CH:7]=[O:8].Cl[C:12]1[N:17]=[CH:16][CH:15]=[CH:14][N:13]=1.CC([O-])(C)C.[K+]. Product: [Cl:1][C:2]1[CH:3]=[CH:4][C:5]([O:10][C:12]2[N:17]=[CH:16][CH:15]=[CH:14][N:13]=2)=[C:6]([CH:9]=1)[CH:7]=[O:8]. The catalyst class is: 3. (6) Reactant: C([O:3][C:4]([C:6]1[NH:7][C:8]2[C:13]([C:14]=1[C:15]1[CH:20]=[CH:19][CH:18]=[C:17]([F:21])[CH:16]=1)=[CH:12][C:11]([NH:22][S:23]([C:26]1[CH:31]=[CH:30][C:29]([C:32]([CH3:35])([CH3:34])[CH3:33])=[CH:28][CH:27]=1)(=[O:25])=[O:24])=[CH:10][CH:9]=2)=[O:5])C.[OH-].[Na+]. Product: [C:32]([C:29]1[CH:30]=[CH:31][C:26]([S:23]([NH:22][C:11]2[CH:12]=[C:13]3[C:8](=[CH:9][CH:10]=2)[NH:7][C:6]([C:4]([OH:5])=[O:3])=[C:14]3[C:15]2[CH:20]=[CH:19][CH:18]=[C:17]([F:21])[CH:16]=2)(=[O:25])=[O:24])=[CH:27][CH:28]=1)([CH3:35])([CH3:33])[CH3:34]. The catalyst class is: 40. (7) Reactant: [C:1]([O:5][C:6]1[CH:13]=[CH:12][C:9]([CH:10]=[O:11])=[CH:8][C:7]=1[O:14][CH3:15])([CH3:4])([CH3:3])[CH3:2].[OH-].[K+].[O-:18][Mn](=O)(=O)=O.[K+]. Product: [C:1]([O:5][C:6]1[CH:13]=[CH:12][C:9]([C:10]([OH:18])=[O:11])=[CH:8][C:7]=1[O:14][CH3:15])([CH3:4])([CH3:3])[CH3:2]. The catalyst class is: 12. (8) Reactant: [F:1][C:2]([F:22])([F:21])[O:3][C:4]1[CH:9]=[CH:8][C:7](OS(C2C=CC(C)=CC=2)(=O)=O)=[CH:6][CH:5]=1.[C:23]([C:25]1[CH:30]=[CH:29][C:28]([NH2:31])=[CH:27][CH:26]=1)#[CH:24]. Product: [F:22][C:2]([F:1])([F:21])[O:3][C:4]1[CH:5]=[CH:6][C:7]([C:24]#[C:23][C:25]2[CH:30]=[CH:29][C:28]([NH2:31])=[CH:27][CH:26]=2)=[CH:8][CH:9]=1. The catalyst class is: 194.